From a dataset of Reaction yield outcomes from USPTO patents with 853,638 reactions. Predict the reaction yield, written as a fraction of the theoretical maximum amount of product (1.0 means a 100% yield; for example, 0.34 means a 34% yield). (1) The reactants are [CH3:1][O:2][CH2:3][CH2:4][O:5][CH2:6][C:7]([NH2:9])=O.COC1C=CC(P2(SP(C3C=CC(OC)=CC=3)(=S)S2)=[S:19])=CC=1. The catalyst is C1COCC1. The product is [CH3:1][O:2][CH2:3][CH2:4][O:5][CH2:6][C:7](=[S:19])[NH2:9]. The yield is 0.860. (2) The reactants are [C:1]1([CH2:7][CH2:8][CH2:9][O:10][CH2:11][C@@H:12]2[CH2:16][CH2:15][NH:14][CH2:13]2)[CH:6]=[CH:5][CH:4]=[CH:3][CH:2]=1.Br[C:18]1[CH:19]=[N:20][CH:21]=[C:22]([O:24][CH2:25][C@@H:26]2[CH2:30][CH2:29][CH2:28][N:27]2[C:31]([O:33][C:34]([CH3:37])([CH3:36])[CH3:35])=[O:32])[CH:23]=1.CC(C)([O-])C.[Na+]. The catalyst is C1(C)C=CC=CC=1.C1C=CC(/C=C/C(/C=C/C2C=CC=CC=2)=O)=CC=1.C1C=CC(/C=C/C(/C=C/C2C=CC=CC=2)=O)=CC=1.C1C=CC(/C=C/C(/C=C/C2C=CC=CC=2)=O)=CC=1.[Pd].[Pd].C1(P(C2C=CC=CC=2)C2C3OC4C(=CC=CC=4P(C4C=CC=CC=4)C4C=CC=CC=4)C(C)(C)C=3C=CC=2)C=CC=CC=1. The product is [C:34]([O:33][C:31]([N:27]1[CH2:28][CH2:29][CH2:30][C@H:26]1[CH2:25][O:24][C:22]1[CH:21]=[N:20][CH:19]=[C:18]([N:14]2[CH2:15][CH2:16][C@@H:12]([CH2:11][O:10][CH2:9][CH2:8][CH2:7][C:1]3[CH:2]=[CH:3][CH:4]=[CH:5][CH:6]=3)[CH2:13]2)[CH:23]=1)=[O:32])([CH3:37])([CH3:35])[CH3:36]. The yield is 0.900. (3) The reactants are Cl.[F:2][C:3]1[CH:8]=[CH:7][CH:6]=[CH:5][C:4]=1[N:9]1[C:17]2[C:12](=[CH:13][CH:14]=[CH:15][CH:16]=2)[C:11]([O:18][CH:19]2[CH2:24][CH2:23][NH:22][CH2:21][CH2:20]2)=[N:10]1.C(=O)([O-])[O-].[Na+].[Na+].CCOCC.[C:36]([OH:45])(=[O:44])[C@@H:37]([C@H:39]([C:41]([OH:43])=[O:42])[OH:40])[OH:38]. The catalyst is O1CCCC1.O. The product is [C:41]([C@@H:39]([C@H:37]([C:36]([OH:45])=[O:44])[OH:38])[OH:40])([OH:43])=[O:42].[F:2][C:3]1[CH:8]=[CH:7][CH:6]=[CH:5][C:4]=1[N:9]1[C:17]2[C:12](=[CH:13][CH:14]=[CH:15][CH:16]=2)[C:11]([O:18][CH:19]2[CH2:24][CH2:23][NH:22][CH2:21][CH2:20]2)=[N:10]1.[C:41]([C@@H:39]([C@H:37]([C:36]([OH:45])=[O:44])[OH:38])[OH:40])([OH:43])=[O:42]. The yield is 0.855. (4) The catalyst is CO.[Pd]. The product is [C:25]([O:24][C:22]([N:8]1[CH2:12][CH2:11][C:10](=[O:13])[CH2:9]1)=[O:23])([CH3:26])([CH3:27])[CH3:28]. The yield is 0.590. The reactants are C([N:8]1[CH2:12][CH2:11][C:10](=[O:13])[CH2:9]1)C1C=CC=CC=1.[C:22](O[C:22]([O:24][C:25]([CH3:28])([CH3:27])[CH3:26])=[O:23])([O:24][C:25]([CH3:28])([CH3:27])[CH3:26])=[O:23]. (5) The reactants are [NH:1]1[C:5]2[CH:6]=[CH:7][CH:8]=[CH:9][C:4]=2[N:3]=[C:2]1[C:10]1[N:15]=[N:14][C:13](O)=[CH:12][CH:11]=1.P(Cl)(Cl)([Cl:19])=O. The catalyst is C(Cl)CCl. The product is [Cl:19][C:13]1[N:14]=[N:15][C:10]([C:2]2[NH:3][C:4]3[CH:9]=[CH:8][CH:7]=[CH:6][C:5]=3[N:1]=2)=[CH:11][CH:12]=1. The yield is 0.200. (6) The reactants are [Cl:1][C:2]1[C:3]([O:12][C:13]2[CH:18]=[C:17]([O:19][CH2:20][CH2:21][O:22][CH:23]3[CH2:25][CH2:24]3)[CH:16]=[CH:15][C:14]=2/[CH:26]=[CH:27]/[C:28](O)=[O:29])=[N:4][CH:5]=[C:6]([C:8]([F:11])([F:10])[F:9])[CH:7]=1.Cl.C(N=C=NCCCN(C)C)C.[CH2:43]([S:48]([NH2:51])(=[O:50])=[O:49])[CH2:44][CH2:45][CH2:46][CH3:47].Cl. The catalyst is C(#N)C.CN(C)C1C=CN=CC=1.C(OCC)(=O)C. The product is [Cl:1][C:2]1[C:3]([O:12][C:13]2[CH:18]=[C:17]([O:19][CH2:20][CH2:21][O:22][CH:23]3[CH2:25][CH2:24]3)[CH:16]=[CH:15][C:14]=2/[CH:26]=[CH:27]/[C:28]([NH:51][S:48]([CH2:43][CH2:44][CH2:45][CH2:46][CH3:47])(=[O:50])=[O:49])=[O:29])=[N:4][CH:5]=[C:6]([C:8]([F:10])([F:11])[F:9])[CH:7]=1. The yield is 0.420.